From a dataset of Forward reaction prediction with 1.9M reactions from USPTO patents (1976-2016). Predict the product of the given reaction. Given the reactants [N+:1]([C:4]1[CH:14]=[C:8]2[C:9]([NH:11][C:12](=[O:13])[C:7]2=[CH:6][CH:5]=1)=[O:10])([O-:3])=[O:2].[C:15](=[O:18])([O-])[O-].[K+].[K+].Cl[CH2:22][C:23](=O)[CH3:24], predict the reaction product. The product is: [N+:1]([C:4]1[CH:14]=[C:8]2[C:9]([N:11]([CH2:22][C:23](=[C:15]=[O:18])[CH3:24])[C:12](=[O:13])[C:7]2=[CH:6][CH:5]=1)=[O:10])([O-:3])=[O:2].